This data is from Merck oncology drug combination screen with 23,052 pairs across 39 cell lines. The task is: Regression. Given two drug SMILES strings and cell line genomic features, predict the synergy score measuring deviation from expected non-interaction effect. (1) Drug 1: NC1(c2ccc(-c3nc4ccn5c(=O)[nH]nc5c4cc3-c3ccccc3)cc2)CCC1. Drug 2: COC1CC2CCC(C)C(O)(O2)C(=O)C(=O)N2CCCCC2C(=O)OC(C(C)CC2CCC(OP(C)(C)=O)C(OC)C2)CC(=O)C(C)C=C(C)C(O)C(OC)C(=O)C(C)CC(C)C=CC=CC=C1C. Cell line: KPL1. Synergy scores: synergy=85.9. (2) Drug 1: C#Cc1cccc(Nc2ncnc3cc(OCCOC)c(OCCOC)cc23)c1. Drug 2: CC(C)CC(NC(=O)C(Cc1ccccc1)NC(=O)c1cnccn1)B(O)O. Cell line: MSTO. Synergy scores: synergy=29.0. (3) Drug 1: C=CCn1c(=O)c2cnc(Nc3ccc(N4CCN(C)CC4)cc3)nc2n1-c1cccc(C(C)(C)O)n1. Drug 2: C#Cc1cccc(Nc2ncnc3cc(OCCOC)c(OCCOC)cc23)c1. Cell line: NCIH460. Synergy scores: synergy=-1.13. (4) Drug 1: CN(Cc1cnc2nc(N)nc(N)c2n1)c1ccc(C(=O)NC(CCC(=O)O)C(=O)O)cc1. Drug 2: CS(=O)(=O)CCNCc1ccc(-c2ccc3ncnc(Nc4ccc(OCc5cccc(F)c5)c(Cl)c4)c3c2)o1. Cell line: DLD1. Synergy scores: synergy=2.79. (5) Drug 1: COC12C(COC(N)=O)C3=C(C(=O)C(C)=C(N)C3=O)N1CC1NC12. Drug 2: NC1(c2ccc(-c3nc4ccn5c(=O)[nH]nc5c4cc3-c3ccccc3)cc2)CCC1. Cell line: EFM192B. Synergy scores: synergy=-3.47. (6) Drug 1: N.N.O=C(O)C1(C(=O)O)CCC1.[Pt]. Drug 2: COC1CC2CCC(C)C(O)(O2)C(=O)C(=O)N2CCCCC2C(=O)OC(C(C)CC2CCC(OP(C)(C)=O)C(OC)C2)CC(=O)C(C)C=C(C)C(O)C(OC)C(=O)C(C)CC(C)C=CC=CC=C1C. Cell line: OCUBM. Synergy scores: synergy=32.0. (7) Drug 1: CN(C)C(=N)N=C(N)N. Drug 2: Cn1nnc2c(C(N)=O)ncn2c1=O. Cell line: OCUBM. Synergy scores: synergy=-19.3. (8) Drug 1: CN(C)C(=N)N=C(N)N. Drug 2: Cn1cc(-c2cnn3c(N)c(Br)c(C4CCCNC4)nc23)cn1. Cell line: SKOV3. Synergy scores: synergy=1.85.